Dataset: Full USPTO retrosynthesis dataset with 1.9M reactions from patents (1976-2016). Task: Predict the reactants needed to synthesize the given product. (1) Given the product [CH2:25]([O:27][C:28](=[O:36])[C:29]1[CH:34]=[C:33]([N:35]2[C:11]([CH3:12])=[CH:10][CH:9]=[C:8]2[C:6]2[CH:7]=[C:2]([Cl:1])[CH:3]=[CH:4][C:5]=2[O:15][CH2:16][C:17]2[CH:22]=[CH:21][C:20]([O:23][CH3:24])=[CH:19][CH:18]=2)[CH:32]=[N:31][CH:30]=1)[CH3:26], predict the reactants needed to synthesize it. The reactants are: [Cl:1][C:2]1[CH:3]=[CH:4][C:5]([O:15][CH2:16][C:17]2[CH:22]=[CH:21][C:20]([O:23][CH3:24])=[CH:19][CH:18]=2)=[C:6]([C:8](=O)[CH2:9][CH2:10][C:11](=O)[CH3:12])[CH:7]=1.[CH2:25]([O:27][C:28](=[O:36])[C:29]1[CH:34]=[C:33]([NH2:35])[CH:32]=[N:31][CH:30]=1)[CH3:26]. (2) Given the product [CH:35]1[C:36]2[CH:24]([CH2:23][O:22][C:20]([NH:1][C@@H:2]([CH:3]([CH3:5])[CH3:4])[C:6]([NH:8][C@@H:9]([CH3:10])[C:11]([OH:13])=[O:12])=[O:7])=[O:21])[C:25]3[C:30](=[CH:29][CH:28]=[CH:27][CH:26]=3)[C:31]=2[CH:32]=[CH:33][CH:34]=1, predict the reactants needed to synthesize it. The reactants are: [NH2:1][C@H:2]([C:6]([NH:8][C@H:9]([C:11]([OH:13])=[O:12])[CH3:10])=[O:7])[CH:3]([CH3:5])[CH3:4].C([O-])([O-])=O.[Na+].[Na+].[C:20](Cl)([O:22][CH2:23][CH:24]1[C:36]2[C:31](=[CH:32][CH:33]=[CH:34][CH:35]=2)[C:30]2[C:25]1=[CH:26][CH:27]=[CH:28][CH:29]=2)=[O:21]. (3) Given the product [CH3:1][O:2][C:3]1[CH:17]=[C:16]([NH2:18])[CH:15]=[CH:14][C:4]=1[O:5][CH2:6][CH2:7][N:8]1[CH2:13][CH2:12][O:11][CH2:10][CH2:9]1, predict the reactants needed to synthesize it. The reactants are: [CH3:1][O:2][C:3]1[CH:17]=[C:16]([N+:18]([O-])=O)[CH:15]=[CH:14][C:4]=1[O:5][CH2:6][CH2:7][N:8]1[CH2:13][CH2:12][O:11][CH2:10][CH2:9]1.[H][H]. (4) Given the product [Br:1][C:2]1[CH:3]=[C:4]([NH:23][CH2:24][C:25]2[N:26]=[N:27][N:28]([CH:30]3[CH2:35][CH2:34][NH:33][CH2:32][CH2:31]3)[CH:29]=2)[CH:5]=[C:6]2[C:11]=1[N:10]=[CH:9][C:8]([C:12]#[N:13])=[C:7]2[NH:14][C:15]1[CH:20]=[CH:19][C:18]([F:21])=[C:17]([Cl:22])[CH:16]=1, predict the reactants needed to synthesize it. The reactants are: [Br:1][C:2]1[CH:3]=[C:4]([NH:23][CH2:24][C:25]2[N:26]=[N:27][N:28]([CH:30]3[CH2:35][CH2:34][N:33](C(OC(C)(C)C)=O)[CH2:32][CH2:31]3)[CH:29]=2)[CH:5]=[C:6]2[C:11]=1[N:10]=[CH:9][C:8]([C:12]#[N:13])=[C:7]2[NH:14][C:15]1[CH:20]=[CH:19][C:18]([F:21])=[C:17]([Cl:22])[CH:16]=1.